From a dataset of Forward reaction prediction with 1.9M reactions from USPTO patents (1976-2016). Predict the product of the given reaction. (1) Given the reactants [Cl:1][C:2]1[CH:3]=[CH:4][C:5]([O:14][CH:15]2[CH2:17][CH2:16]2)=[C:6]([C:8]2[C:12]([NH2:13])=[CH:11][NH:10][N:9]=2)[CH:7]=1.[N:18]1[N:22]2[CH:23]=[CH:24][CH:25]=[N:26][C:21]2=[C:20]([C:27](Cl)=[O:28])[CH:19]=1.CCN(C(C)C)C(C)C, predict the reaction product. The product is: [Cl:1][C:2]1[CH:3]=[CH:4][C:5]([O:14][CH:15]2[CH2:17][CH2:16]2)=[C:6]([C:8]2[C:12]([NH:13][C:27]([C:20]3[CH:19]=[N:18][N:22]4[CH:23]=[CH:24][CH:25]=[N:26][C:21]=34)=[O:28])=[CH:11][NH:10][N:9]=2)[CH:7]=1. (2) Given the reactants [O:1]1[C:6]2[CH:7]=[CH:8][CH:9]=[CH:10][C:5]=2[NH:4][CH2:3][CH2:2]1.C(N(CC)CC)C.Cl[C:19]([C:21]1[CH:30]=[CH:29][C:24]([C:25]([O:27][CH3:28])=[O:26])=[CH:23][CH:22]=1)=[O:20], predict the reaction product. The product is: [O:1]1[C:6]2[CH:7]=[CH:8][CH:9]=[CH:10][C:5]=2[N:4]([C:19]([C:21]2[CH:30]=[CH:29][C:24]([C:25]([O:27][CH3:28])=[O:26])=[CH:23][CH:22]=2)=[O:20])[CH2:3][CH2:2]1. (3) Given the reactants [CH2:1]([C:3]1[C:11]([CH3:12])=[C:10]2[C:6]([C:7](=[O:13])[O:8][CH2:9]2)=[C:5]([O:14][CH2:15][CH2:16][Si:17]([CH3:20])([CH3:19])[CH3:18])[C:4]=1CC=O)[CH3:2].C1(P(C2C=CC=CC=2)(C2C=CC=CC=2)=C(CC)C=[O:33])C=CC=CC=1.[C:48]1([CH3:54])[CH:53]=[CH:52]C=[CH:50][CH:49]=1, predict the reaction product. The product is: [CH2:49]([C:48](=[CH:53][CH2:52][C:4]1[C:5]([O:14][CH2:15][CH2:16][Si:17]([CH3:18])([CH3:20])[CH3:19])=[C:6]2[C:10](=[C:11]([CH3:12])[C:3]=1[CH2:1][CH3:2])[CH2:9][O:8][C:7]2=[O:13])[CH:54]=[O:33])[CH3:50]. (4) Given the reactants C(S(C1C=C(C2C=CC(O)=C3C=2C2C=C(C)C=NC=2N3)C=CC=1)(=O)=O)C.[CH2:27]([S:29]([C:32]1[CH:33]=[C:34]([C:38]2[CH:46]=[CH:45][C:44]([O:47][C@H:48]([CH3:51])[CH2:49][OH:50])=[C:43]3[C:39]=2[C:40]2[CH:55]=[C:54]([CH3:56])[CH:53]=[N:52][C:41]=2[NH:42]3)[CH:35]=[CH:36][CH:37]=1)(=[O:31])=[O:30])[CH3:28], predict the reaction product. The product is: [CH2:27]([S:29]([C:32]1[CH:33]=[C:34]([C:38]2[CH:46]=[CH:45][C:44]([O:47][C@@H:48]([CH3:51])[CH2:49][OH:50])=[C:43]3[C:39]=2[C:40]2[CH:55]=[C:54]([CH3:56])[CH:53]=[N:52][C:41]=2[NH:42]3)[CH:35]=[CH:36][CH:37]=1)(=[O:31])=[O:30])[CH3:28].